Predict the product of the given reaction. From a dataset of Forward reaction prediction with 1.9M reactions from USPTO patents (1976-2016). (1) Given the reactants [CH3:1][N:2]1[C:8](=[O:9])[C:7]2[CH:10]=[N:11][C:12](S(C)(=O)=O)=[N:13][C:6]=2[O:5][CH:4]([C:18]2[CH:23]=[CH:22][CH:21]=[CH:20][CH:19]=2)[CH2:3]1.[N:24]1([C:29]2[CH:34]=[CH:33][C:32]([OH:35])=[CH:31][CH:30]=2)[CH:28]=[CH:27][N:26]=[CH:25]1.C([O-])([O-])=O.[K+].[K+], predict the reaction product. The product is: [N:24]1([C:29]2[CH:34]=[CH:33][C:32]([O:35][C:12]3[N:11]=[CH:10][C:7]4[C:8](=[O:9])[N:2]([CH3:1])[CH2:3][CH:4]([C:18]5[CH:23]=[CH:22][CH:21]=[CH:20][CH:19]=5)[O:5][C:6]=4[N:13]=3)=[CH:31][CH:30]=2)[CH:28]=[CH:27][N:26]=[CH:25]1. (2) The product is: [CH:3]1([CH:8]([C:22]2[CH:23]=[CH:24][C:25]([CH2:28][N:29]3[C:34](=[O:35])[CH2:33][O:32][C:31]([C:36]4[CH:41]=[CH:40][CH:39]=[CH:38][CH:37]=4)=[N:30]3)=[CH:26][CH:27]=2)[C:9]([NH:11][CH2:12][CH2:13][CH:14]=[CH:15][C:16]2([C:19]([OH:21])=[O:20])[CH2:18][CH2:17]2)=[O:10])[CH2:7][CH2:6][CH2:5][CH2:4]1. Given the reactants [OH-].[Na+].[CH:3]1([CH:8]([C:22]2[CH:27]=[CH:26][C:25]([CH2:28][N:29]3[C:34](=[O:35])[CH2:33][O:32][C:31]([C:36]4[CH:41]=[CH:40][CH:39]=[CH:38][CH:37]=4)=[N:30]3)=[CH:24][CH:23]=2)[C:9]([NH:11][CH2:12][CH2:13]/[CH:14]=[CH:15]/[C:16]2([C:19]([O-:21])=[O:20])[CH2:18][CH2:17]2)=[O:10])[CH2:7][CH2:6][CH2:5][CH2:4]1.Cl, predict the reaction product.